This data is from Full USPTO retrosynthesis dataset with 1.9M reactions from patents (1976-2016). The task is: Predict the reactants needed to synthesize the given product. Given the product [Cl:36][C:21]1[C:20]([CH2:19][NH:18][C:2]2[N:7]=[C:6]([NH:8][C:9]3[CH:13]=[C:12]([CH:14]4[CH2:16][CH2:15]4)[NH:11][N:10]=3)[CH:5]=[C:4]([CH3:17])[N:3]=2)=[CH:28][CH:27]=[C:26]2[C:22]=1[CH:23]=[CH:24][NH:25]2, predict the reactants needed to synthesize it. The reactants are: Cl[C:2]1[N:7]=[C:6]([NH:8][C:9]2[CH:13]=[C:12]([CH:14]3[CH2:16][CH2:15]3)[NH:11][N:10]=2)[CH:5]=[C:4]([CH3:17])[N:3]=1.[NH2:18][CH2:19][C:20]1[C:21]([Cl:36])=[C:22]2[C:26](=[CH:27][CH:28]=1)[N:25](C(OC(C)(C)C)=O)[CH:24]=[CH:23]2.ClC1N=C(NC2NN=C(C3CC3)C=2)C=CN=1.C(O)(=O)CCCCC(O)=O.N1C2C(=CC(C(N)C)=CC=2)C=C1.